From a dataset of Catalyst prediction with 721,799 reactions and 888 catalyst types from USPTO. Predict which catalyst facilitates the given reaction. (1) Reactant: [CH3:1][C:2]([C:26]([O:28]C)=[O:27])([CH3:25])[NH:3][C:4]1[C:13]([CH3:14])=[N:12][C:11]2[C:6](=[C:7]([C:15]3[NH:23][C:22]4[CH2:21][CH2:20][NH:19][C:18](=[O:24])[C:17]=4[CH:16]=3)[CH:8]=[CH:9][CH:10]=2)[N:5]=1.[Li+].[OH-].CO.Cl. Product: [CH3:25][C:2]([NH:3][C:4]1[C:13]([CH3:14])=[N:12][C:11]2[C:6](=[C:7]([C:15]3[NH:23][C:22]4[CH2:21][CH2:20][NH:19][C:18](=[O:24])[C:17]=4[CH:16]=3)[CH:8]=[CH:9][CH:10]=2)[N:5]=1)([CH3:1])[C:26]([OH:28])=[O:27]. The catalyst class is: 625. (2) Product: [CH3:13][C:12]1[C:6]2[NH:7][CH2:8][CH2:9][O:10][C:5]=2[CH:4]=[CH:3][C:2]=1[OH:1]. The catalyst class is: 1. Reactant: [OH:1][C:2]1[CH:3]=[CH:4][C:5]2[O:10][CH2:9][C:8](=O)[NH:7][C:6]=2[C:12]=1[CH3:13].CO. (3) Reactant: [CH3:1][O:2][C@@H:3]([C@@H:21]1[CH2:25][CH2:24][CH2:23][N:22]1[C:26](=[O:45])[CH2:27][C@@H:28]([O:43][CH3:44])[C@@H:29]([N:34]([CH3:42])[C:35](=[O:41])[C@H:36]([CH:38]([CH3:40])[CH3:39])[NH2:37])[C@@H:30]([CH3:33])[CH2:31][CH3:32])[C@@H:4]([CH3:20])[C:5]([NH:7][C@H:8]([C:16]([O:18][CH3:19])=[O:17])[CH2:9][C:10]1[CH:15]=[CH:14][CH:13]=[CH:12][CH:11]=1)=[O:6].[C:46]([O:50][C:51]([N:53]1[CH2:60][CH2:59][CH2:58][C@@:54]1([CH3:61])[C:55](O)=[O:56])=[O:52])([CH3:49])([CH3:48])[CH3:47].CN(C(ON1N=NC2C=CC=NC1=2)=[N+](C)C)C.F[P-](F)(F)(F)(F)F.CCN(C(C)C)C(C)C. Product: [C:46]([O:50][C:51]([N:53]1[CH2:60][CH2:59][CH2:58][C@@:54]1([CH3:61])[C:55]([NH:37][C@H:36]([C:35]([N:34]([C@@H:29]([C@@H:30]([CH3:33])[CH2:31][CH3:32])[C@H:28]([O:43][CH3:44])[CH2:27][C:26]([N:22]1[CH2:23][CH2:24][CH2:25][C@H:21]1[C@H:3]([O:2][CH3:1])[C@@H:4]([CH3:20])[C:5]([NH:7][C@@H:8]([CH2:9][C:10]1[CH:11]=[CH:12][CH:13]=[CH:14][CH:15]=1)[C:16]([O:18][CH3:19])=[O:17])=[O:6])=[O:45])[CH3:42])=[O:41])[CH:38]([CH3:39])[CH3:40])=[O:56])=[O:52])([CH3:49])([CH3:47])[CH3:48]. The catalyst class is: 96. (4) Product: [O:1]=[C:2]1[C:6]2([CH2:7][CH2:8][N:9]([CH2:12][CH2:13][CH2:14][N:15]3[C:19]4[CH:20]=[CH:21][CH:22]=[CH:23][C:18]=4[NH:17][C:16]3=[O:24])[CH2:10][CH2:11]2)[N:5]([C:25]2[CH:26]=[CH:27][CH:28]=[CH:29][CH:30]=2)[CH2:4][N:3]1[CH2:31][C:32]1[CH:41]=[CH:40][CH:39]=[CH:38][C:33]=1[C:34]([OH:36])=[O:35]. The catalyst class is: 24. Reactant: [O:1]=[C:2]1[C:6]2([CH2:11][CH2:10][N:9]([CH2:12][CH2:13][CH2:14][N:15]3[C:19]4[CH:20]=[CH:21][CH:22]=[CH:23][C:18]=4[NH:17][C:16]3=[O:24])[CH2:8][CH2:7]2)[N:5]([C:25]2[CH:30]=[CH:29][CH:28]=[CH:27][CH:26]=2)[CH2:4][N:3]1[CH2:31][C:32]1[CH:41]=[CH:40][CH:39]=[CH:38][C:33]=1[C:34]([O:36]C)=[O:35].O.[OH-].[Li+].